From a dataset of Reaction yield outcomes from USPTO patents with 853,638 reactions. Predict the reaction yield, written as a fraction of the theoretical maximum amount of product (1.0 means a 100% yield; for example, 0.34 means a 34% yield). The reactants are [CH:1]([O:4][C:5]([N:7]1[CH2:12][CH2:11][CH:10]([OH:13])[CH2:9][CH2:8]1)=[O:6])([CH3:3])[CH3:2].[Cl:14][C:15]1[C:20]([O:21][CH3:22])=[C:19](Cl)[N:18]=[CH:17][N:16]=1. The catalyst is C1COCC1.CC(C)([O-])C.[K+]. The product is [CH:1]([O:4][C:5]([N:7]1[CH2:8][CH2:9][CH:10]([O:13][C:19]2[C:20]([O:21][CH3:22])=[C:15]([Cl:14])[N:16]=[CH:17][N:18]=2)[CH2:11][CH2:12]1)=[O:6])([CH3:3])[CH3:2]. The yield is 0.850.